From a dataset of Forward reaction prediction with 1.9M reactions from USPTO patents (1976-2016). Predict the product of the given reaction. (1) Given the reactants Cl[C:2]1[N:7]=[C:6]([NH:8][C@H:9]([C:11]2[CH:16]=[CH:15][C:14]([F:17])=[CH:13][CH:12]=2)[CH3:10])[N:5]=[C:4]([N:18]2[CH2:23][CH2:22][C:21]([CH2:25][OH:26])([OH:24])[CH2:20][CH2:19]2)[CH:3]=1.[NH2:27][C:28]1[CH:33]=[N:32][CH:31]=[CH:30][N:29]=1.C1(P(C2CCCCC2)C2C=CC=CC=2C2C(C(C)C)=CC(C(C)C)=CC=2C(C)C)CCCCC1.C1(C)C=CC=CC=1, predict the reaction product. The product is: [F:17][C:14]1[CH:15]=[CH:16][C:11]([C@@H:9]([NH:8][C:6]2[N:5]=[C:4]([N:18]3[CH2:23][CH2:22][C:21]([CH2:25][OH:26])([OH:24])[CH2:20][CH2:19]3)[CH:3]=[C:2]([NH:27][C:28]3[CH:33]=[N:32][CH:31]=[CH:30][N:29]=3)[N:7]=2)[CH3:10])=[CH:12][CH:13]=1. (2) Given the reactants Br[C:2]1[CH:3]=[CH:4][C:5]2[S:9][CH:8]=[CH:7][C:6]=2[CH:10]=1.[CH3:11][OH:12].C[O-].[Na+], predict the reaction product. The product is: [CH3:11][O:12][C:2]1[CH:3]=[CH:4][C:5]2[S:9][CH:8]=[CH:7][C:6]=2[CH:10]=1. (3) Given the reactants [NH2:1][CH2:2][C@H:3]([OH:31])[CH2:4][O:5][C:6]1[C:11]([CH3:12])=[CH:10][C:9]([C:13]2[N:17]=[C:16]([C:18]3[CH:23]=[C:22]([CH2:24][CH:25]([CH3:27])[CH3:26])[CH:21]=[C:20]([CH3:28])[N:19]=3)[O:15][N:14]=2)=[CH:8][C:7]=1[CH2:29][CH3:30].C1C=CC2N(O)N=NC=2C=1.[C:42](O)(=[O:45])[CH2:43][OH:44].CCN=C=NCCCN(C)C.Cl, predict the reaction product. The product is: [CH2:29]([C:7]1[CH:8]=[C:9]([C:13]2[N:17]=[C:16]([C:18]3[CH:23]=[C:22]([CH2:24][CH:25]([CH3:26])[CH3:27])[CH:21]=[C:20]([CH3:28])[N:19]=3)[O:15][N:14]=2)[CH:10]=[C:11]([CH3:12])[C:6]=1[O:5][CH2:4][C@@H:3]([OH:31])[CH2:2][NH:1][C:43](=[O:44])[CH2:42][OH:45])[CH3:30]. (4) Given the reactants CN(/[CH:4]=[C:5]1\[CH2:6][CH2:7][CH2:8][C:9]2[C:13]([C:14]([O:16][CH2:17][CH3:18])=[O:15])=[N:12][N:11]([CH3:19])[C:10]=2[C:20]\1=O)C.CN(C=O)C.[Br:27][C:28]1[CH:33]=[CH:32][C:31]([NH:34][C:35]([NH2:37])=[NH:36])=[C:30]([O:38][CH3:39])[CH:29]=1, predict the reaction product. The product is: [Br:27][C:28]1[CH:33]=[CH:32][C:31]([NH:34][C:35]2[N:37]=[C:20]3[C:10]4[N:11]([CH3:19])[N:12]=[C:13]([C:14]([O:16][CH2:17][CH3:18])=[O:15])[C:9]=4[CH2:8][CH2:7][CH2:6][C:5]3=[CH:4][N:36]=2)=[C:30]([O:38][CH3:39])[CH:29]=1.